From a dataset of Peptide-MHC class II binding affinity with 134,281 pairs from IEDB. Regression. Given a peptide amino acid sequence and an MHC pseudo amino acid sequence, predict their binding affinity value. This is MHC class II binding data. The peptide sequence is EFKVAATAANAAPAN. The MHC is DRB1_0701 with pseudo-sequence DRB1_0701. The binding affinity (normalized) is 0.452.